Dataset: Reaction yield outcomes from USPTO patents with 853,638 reactions. Task: Predict the reaction yield, written as a fraction of the theoretical maximum amount of product (1.0 means a 100% yield; for example, 0.34 means a 34% yield). The reactants are [C:1]([O:9][CH:10]1[CH2:18][CH:13]2[O:14][C:15](=[O:17])[CH2:16][CH:12]2[CH:11]1[CH:19]=[CH:20][CH:21]([OH:31])[CH2:22][O:23][C:24]1[CH:29]=[CH:28][CH:27]=[C:26]([Cl:30])[CH:25]=1)(=[O:8])[C:2]1[CH:7]=[CH:6][CH:5]=[CH:4][CH:3]=1. The catalyst is C(OCC)(=O)C.[Pd]. The product is [C:1]([O:9][CH:10]1[CH2:18][CH:13]2[O:14][C:15](=[O:17])[CH2:16][CH:12]2[CH:11]1[CH2:19][CH2:20][CH:21]([OH:31])[CH2:22][O:23][C:24]1[CH:29]=[CH:28][CH:27]=[C:26]([Cl:30])[CH:25]=1)(=[O:8])[C:2]1[CH:3]=[CH:4][CH:5]=[CH:6][CH:7]=1. The yield is 0.970.